The task is: Predict the product of the given reaction.. This data is from Forward reaction prediction with 1.9M reactions from USPTO patents (1976-2016). (1) Given the reactants [CH2:1]([O:8][C:9]1[C:14]([C:15](=[O:25])[NH:16][CH2:17][C:18]2[CH:23]=[CH:22][C:21]([F:24])=[CH:20][CH:19]=2)=[CH:13][N:12]=[C:11]([C:26]([O:28]C)=[O:27])[C:10]=1[O:30][CH3:31])[C:2]1[CH:7]=[CH:6][CH:5]=[CH:4][CH:3]=1.[OH-].[Na+].Cl, predict the reaction product. The product is: [CH2:1]([O:8][C:9]1[C:14]([C:15](=[O:25])[NH:16][CH2:17][C:18]2[CH:19]=[CH:20][C:21]([F:24])=[CH:22][CH:23]=2)=[CH:13][N:12]=[C:11]([C:26]([OH:28])=[O:27])[C:10]=1[O:30][CH3:31])[C:2]1[CH:7]=[CH:6][CH:5]=[CH:4][CH:3]=1. (2) Given the reactants [CH2:1]([O:3][C:4]([C:6]1[C:10]([CH2:11][CH3:12])=[N:9][NH:8][N:7]=1)=[O:5])[CH3:2].[CH2:13](I)[CH3:14], predict the reaction product. The product is: [CH2:1]([O:3][C:4]([C:6]1[C:10]([CH2:11][CH3:12])=[N:9][N:8]([CH2:13][CH3:14])[N:7]=1)=[O:5])[CH3:2]. (3) Given the reactants [CH3:1][CH:2]1[C:6]2=[N:7][C:8]([OH:17])=[CH:9][C:10]([C:11]3[CH:12]=[N:13][CH:14]=[N:15][CH:16]=3)=[C:5]2[CH2:4][CH2:3]1.Br.Br[CH2:20][C:21]1[CH:26]=[CH:25][CH:24]=[CH:23][N:22]=1.C1(C)C=CC=CC=1, predict the reaction product. The product is: [CH3:1][CH:2]1[C:6]2=[N:7][C:8]([O:17][CH2:20][C:21]3[CH:26]=[CH:25][CH:24]=[CH:23][N:22]=3)=[CH:9][C:10]([C:11]3[CH:12]=[N:13][CH:14]=[N:15][CH:16]=3)=[C:5]2[CH2:4][CH2:3]1. (4) Given the reactants [CH:1]1([C:4](Cl)=[O:5])[CH2:3][CH2:2]1.[N:7]1[CH:8]=[C:9]([S:16][C:17]2[CH:26]=[CH:25][C:20]3[N:21]=[C:22]([NH2:24])[S:23][C:19]=3[CH:18]=2)[N:10]2[CH:15]=[CH:14][CH:13]=[N:12][C:11]=12, predict the reaction product. The product is: [N:7]1[CH:8]=[C:9]([S:16][C:17]2[CH:26]=[CH:25][C:20]3[N:21]=[C:22]([NH:24][C:4]([CH:1]4[CH2:3][CH2:2]4)=[O:5])[S:23][C:19]=3[CH:18]=2)[N:10]2[CH:15]=[CH:14][CH:13]=[N:12][C:11]=12. (5) Given the reactants Br[C:2]1[CH:7]=[CH:6][C:5]([CH:8]2[CH2:10][CH:9]2[NH:11][S:12]([CH:15]([CH3:17])[CH3:16])(=[O:14])=[O:13])=[CH:4][CH:3]=1.C([O-])(=O)C.[K+].[B:23]1([B:23]2[O:27][C:26]([CH3:29])([CH3:28])[C:25]([CH3:31])([CH3:30])[O:24]2)[O:27][C:26]([CH3:29])([CH3:28])[C:25]([CH3:31])([CH3:30])[O:24]1, predict the reaction product. The product is: [CH3:30][C:25]1([CH3:31])[C:26]([CH3:29])([CH3:28])[O:27][B:23]([C:2]2[CH:7]=[CH:6][C:5]([C@@H:8]3[CH2:10][C@H:9]3[NH:11][S:12]([CH:15]([CH3:17])[CH3:16])(=[O:14])=[O:13])=[CH:4][CH:3]=2)[O:24]1. (6) Given the reactants [Cl:1][CH2:2][C:3]1[N:4]=[C:5]2[C:10]([C:11]([F:14])([F:13])[F:12])=[CH:9][C:8]([C:15]3[CH:19]=[CH:18][O:17][CH:16]=3)=[CH:7][N:6]2[CH:20]=1.FC(F)(F)C(O)=O.[NH:28]1[CH2:32][CH2:31][CH:30]([C:33]2[S:34][CH:35]=[CH:36][N:37]=2)[CH2:29]1.C(=O)([O-])[O-].[K+].[K+], predict the reaction product. The product is: [Cl-:1].[O:17]1[CH:18]=[CH:19][C:15]([C:8]2[CH:9]=[C:10]([C:11]([F:14])([F:13])[F:12])[C:5]3[N:6]([CH:20]=[C:3]([CH2:2][N:28]4[CH2:32][CH:31]=[C:30]([C:33]5[S:34][CH:35]=[CH:36][N:37]=5)[CH2:29]4)[N:4]=3)[CH:7]=2)=[CH:16]1.